Dataset: Reaction yield outcomes from USPTO patents with 853,638 reactions. Task: Predict the reaction yield, written as a fraction of the theoretical maximum amount of product (1.0 means a 100% yield; for example, 0.34 means a 34% yield). (1) The reactants are [CH:1]12[O:7][CH:4]([CH2:5][CH2:6]1)[CH2:3][CH:2]2[C:8]([OH:11])([CH3:10])[CH3:9].C(N(CC)CC)C.[C:19](Cl)(=[O:22])[CH:20]=[CH2:21].O. The catalyst is C1(C)C=CC=CC=1.CN(C1C=CN=CC=1)C. The product is [C:19]([O:11][C:8]([CH:2]1[CH2:3][CH:4]2[O:7][CH:1]1[CH2:6][CH2:5]2)([CH3:9])[CH3:10])(=[O:22])[CH:20]=[CH2:21]. The yield is 0.820. (2) The catalyst is CN(C=O)C.O. The reactants are [OH:1][C:2]1[CH:3]=[CH:4][C:5]([N+:12]([O-:14])=[O:13])=[C:6]([CH:11]=1)[C:7]([O:9][CH3:10])=[O:8].C(=O)([O-])[O-].[K+].[K+].Br[CH2:22][CH2:23][O:24][CH3:25]. The yield is 0.770. The product is [CH3:25][O:24][CH2:23][CH2:22][O:1][C:2]1[CH:3]=[CH:4][C:5]([N+:12]([O-:14])=[O:13])=[C:6]([CH:11]=1)[C:7]([O:9][CH3:10])=[O:8]. (3) The reactants are [Si:1]([O:8][C@@H:9]1[C@H:13]([CH2:14][O:15][Si:16]([C:19]([CH3:22])([CH3:21])[CH3:20])([CH3:18])[CH3:17])[CH2:12][C@@H:11]([OH:23])[CH2:10]1)([C:4]([CH3:7])([CH3:6])[CH3:5])([CH3:3])[CH3:2].CN(C=O)C.[H-].[Na+].[Cl:31][C:32]1[CH:37]=[C:36]([N+]([O-])=O)[CH:35]=[CH:34][N:33]=1. No catalyst specified. The product is [Si:1]([O:8][C@@H:9]1[C@H:13]([CH2:14][O:15][Si:16]([C:19]([CH3:22])([CH3:21])[CH3:20])([CH3:17])[CH3:18])[CH2:12][C@@H:11]([O:23][C:36]2[CH:35]=[CH:34][N:33]=[C:32]([Cl:31])[CH:37]=2)[CH2:10]1)([C:4]([CH3:7])([CH3:6])[CH3:5])([CH3:3])[CH3:2]. The yield is 0.830. (4) The reactants are [C:8](O[C:8](=[O:13])[C:9]([CH3:12])([CH3:11])[CH3:10])(=[O:13])[C:9]([CH3:12])([CH3:11])[CH3:10].[NH2:14][C:15]1[C:16]([C:22]([NH:24][NH2:25])=[O:23])=[N:17][C:18]([Br:21])=[CH:19][N:20]=1. The catalyst is C(#N)C. The product is [NH2:14][C:15]1[C:16]([C:22]([NH:24][NH:25][C:8](=[O:13])[C:9]([CH3:10])([CH3:11])[CH3:12])=[O:23])=[N:17][C:18]([Br:21])=[CH:19][N:20]=1. The yield is 0.960. (5) The reactants are [OH:1][CH2:2][CH2:3][O:4][CH:5]1[CH2:10][CH2:9][CH:8]([N:11]2[C:16](=[O:17])[C:15]([CH2:18][C:19]3[CH:24]=[CH:23][C:22]([C:25]4[C:26]([C:31]#[N:32])=[CH:27][CH:28]=[CH:29][CH:30]=4)=[CH:21][CH:20]=3)=[C:14]([CH2:33][CH2:34][CH3:35])[N:13]3[N:36]=[CH:37][N:38]=[C:12]23)[CH2:7][CH2:6]1.[H-].[Na+].[CH3:41]N(C)C=O.CI. The catalyst is C(OCC)(=O)C. The product is [CH3:41][O:1][CH2:2][CH2:3][O:4][CH:5]1[CH2:10][CH2:9][CH:8]([N:11]2[C:16](=[O:17])[C:15]([CH2:18][C:19]3[CH:24]=[CH:23][C:22]([C:25]4[C:26]([C:31]#[N:32])=[CH:27][CH:28]=[CH:29][CH:30]=4)=[CH:21][CH:20]=3)=[C:14]([CH2:33][CH2:34][CH3:35])[N:13]3[N:36]=[CH:37][N:38]=[C:12]23)[CH2:7][CH2:6]1. The yield is 0.380.